Dataset: Full USPTO retrosynthesis dataset with 1.9M reactions from patents (1976-2016). Task: Predict the reactants needed to synthesize the given product. (1) Given the product [CH2:19]([O:1][C:2]1[CH:7]=[CH:6][C:5]([B:8]2[O:9][C:10]([CH3:12])([CH3:11])[C:13]([CH3:14])([CH3:15])[O:16]2)=[CH:4][C:3]=1[O:17][CH3:18])[CH3:20], predict the reactants needed to synthesize it. The reactants are: [OH:1][C:2]1[CH:7]=[CH:6][C:5]([B:8]2[O:16][C:13]([CH3:15])([CH3:14])[C:10]([CH3:12])([CH3:11])[O:9]2)=[CH:4][C:3]=1[O:17][CH3:18].[C:19]1(P(C2C=CC=CC=2)C2C=CC=CC=2)C=CC=C[CH:20]=1.C(O)C.N(C(OC(C)C)=O)=NC(OC(C)C)=O. (2) Given the product [Cl:33][C:32]1[C:27]([NH:26][C:12]([C:6]2[C:5]3[C:9](=[CH:10][C:2]([F:1])=[CH:3][CH:4]=3)[N:8]([CH3:11])[CH:7]=2)=[O:14])=[CH:28][C:29]([F:40])=[C:30]([CH2:34][C:35]([O:37][CH2:38][CH3:39])=[O:36])[CH:31]=1, predict the reactants needed to synthesize it. The reactants are: [F:1][C:2]1[CH:10]=[C:9]2[C:5]([C:6]([C:12]([OH:14])=O)=[CH:7][N:8]2[CH3:11])=[CH:4][CH:3]=1.CN(C=O)C.C(Cl)(=O)C(Cl)=O.[NH2:26][C:27]1[C:32]([Cl:33])=[CH:31][C:30]([CH2:34][C:35]([O:37][CH2:38][CH3:39])=[O:36])=[C:29]([F:40])[CH:28]=1.C(N(CC)CC)C.